The task is: Predict the product of the given reaction.. This data is from Forward reaction prediction with 1.9M reactions from USPTO patents (1976-2016). Given the reactants [CH3:1][O:2][C:3]1[N:8]=[N:7][C:6]([C:9]#N)=[CH:5][CH:4]=1.[CH2:11]([Mg]Br)[CH3:12].C([O:17]CC)C.Cl.C(=O)([O-])O.[Na+], predict the reaction product. The product is: [CH3:1][O:2][C:3]1[N:8]=[N:7][C:6]([C:9](=[O:17])[CH2:11][CH3:12])=[CH:5][CH:4]=1.